This data is from Peptide-MHC class I binding affinity with 185,985 pairs from IEDB/IMGT. The task is: Regression. Given a peptide amino acid sequence and an MHC pseudo amino acid sequence, predict their binding affinity value. This is MHC class I binding data. (1) The peptide sequence is LPAALAFHL. The MHC is HLA-B53:01 with pseudo-sequence HLA-B53:01. The binding affinity (normalized) is 0.781. (2) The peptide sequence is ITAGYNRYY. The MHC is HLA-A11:01 with pseudo-sequence HLA-A11:01. The binding affinity (normalized) is 0.275. (3) The peptide sequence is YALINLVQYR. The MHC is HLA-A33:01 with pseudo-sequence HLA-A33:01. The binding affinity (normalized) is 0.340. (4) The peptide sequence is NFGTFYEHI. The MHC is HLA-A24:02 with pseudo-sequence HLA-A24:02. The binding affinity (normalized) is 0.299. (5) The peptide sequence is WASRELERF. The MHC is HLA-B44:03 with pseudo-sequence HLA-B44:03. The binding affinity (normalized) is 0. (6) The peptide sequence is TVLDVGDAY. The MHC is HLA-B54:01 with pseudo-sequence HLA-B54:01. The binding affinity (normalized) is 0.0749. (7) The MHC is HLA-A29:02 with pseudo-sequence HLA-A29:02. The binding affinity (normalized) is 0.0847. The peptide sequence is YSTVRDLFL.